The task is: Predict the product of the given reaction.. This data is from Forward reaction prediction with 1.9M reactions from USPTO patents (1976-2016). (1) The product is: [NH2:1][C:2]1[N:7]=[C:6]([N:8]2[C:16]3[C:11](=[C:12]([O:18][CH3:19])[CH:13]=[C:14]([Br:17])[CH:15]=3)[C:10]([CH2:20][OH:21])=[CH:9]2)[C:5]([F:22])=[CH:4][N:3]=1. Given the reactants [NH2:1][C:2]1[N:7]=[C:6]([N:8]2[C:16]3[C:11](=[C:12]([O:18][CH3:19])[CH:13]=[C:14]([Br:17])[CH:15]=3)[C:10]([CH:20]=[O:21])=[CH:9]2)[C:5]([F:22])=[CH:4][N:3]=1.[BH4-].[Na+].O, predict the reaction product. (2) Given the reactants C(OC([N:8]1[CH2:12][CH2:11][CH2:10][C:9]1([C:14]1[CH:19]=[CH:18][CH:17]=[CH:16][C:15]=1[Cl:20])[CH3:13])=O)(C)(C)C, predict the reaction product. The product is: [ClH:20].[Cl:20][C:15]1[CH:16]=[CH:17][CH:18]=[CH:19][C:14]=1[C:9]1([CH3:13])[CH2:10][CH2:11][CH2:12][NH:8]1. (3) Given the reactants [Br:1][C:2]1[CH:7]=[CH:6][C:5]([CH2:8][CH2:9][NH2:10])=[CH:4][CH:3]=1.N1C(C)=CC=CC=1C.[F:19][C:20]([F:31])([F:30])[C:21](O[C:21](=[O:22])[C:20]([F:31])([F:30])[F:19])=[O:22].O, predict the reaction product. The product is: [Br:1][C:2]1[CH:7]=[CH:6][C:5]([CH2:8][CH2:9][NH:10][C:21](=[O:22])[C:20]([F:31])([F:30])[F:19])=[CH:4][CH:3]=1. (4) The product is: [C:27]([CH2:26][C:24]1[N:25]=[C:21]([NH:20][C:4]([C:6]2[CH:11]=[C:10]([C:12]3[CH:13]=[N:14][CH:15]=[C:16]([F:18])[CH:17]=3)[CH:9]=[C:8]([CH3:19])[N:7]=2)=[O:5])[S:22][CH:23]=1)#[N:28]. Given the reactants C(O[C:4]([C:6]1[CH:11]=[C:10]([C:12]2[CH:13]=[N:14][CH:15]=[C:16]([F:18])[CH:17]=2)[CH:9]=[C:8]([CH3:19])[N:7]=1)=[O:5])C.[NH2:20][C:21]1[S:22][CH:23]=[C:24]([CH2:26][C:27]#[N:28])[N:25]=1, predict the reaction product. (5) The product is: [N:28]([C@@H:31]1[C@H:35]2[O:36][CH2:37][C@H:38]([NH:39][C:4]([CH:1]3[CH2:3][CH2:2]3)=[O:6])[C@H:34]2[O:33][CH2:32]1)=[N+:29]=[N-:30]. Given the reactants [CH:1]1([C:4]([OH:6])=O)[CH2:3][CH2:2]1.C1C=CC2N(O)N=NC=2C=1.CCN=C=NCCCN(C)C.[N:28]([C@@H:31]1[C@H:35]2[O:36][CH2:37][C@H:38]([NH2:39])[C@H:34]2[O:33][CH2:32]1)=[N+:29]=[N-:30], predict the reaction product. (6) Given the reactants Cl[CH2:2][CH2:3][CH2:4][C:5]1[S:9][C:8]2[CH:10]=[CH:11][CH:12]=[CH:13][C:7]=2[CH:6]=1.[I-:14].[Na+].S([O-])([O-])(=O)=S.[Na+].[Na+], predict the reaction product. The product is: [I:14][CH2:2][CH2:3][CH2:4][C:5]1[S:9][C:8]2[CH:10]=[CH:11][CH:12]=[CH:13][C:7]=2[CH:6]=1. (7) Given the reactants [N:1]1[CH:6]=[CH:5][C:4]([C:7]([C:9]2[N:13]([C:14]([C:27]3[CH:32]=[CH:31][CH:30]=[CH:29][CH:28]=3)([C:21]3[CH:26]=[CH:25][CH:24]=[CH:23][CH:22]=3)[C:15]3[CH:20]=[CH:19][CH:18]=[CH:17][CH:16]=3)[CH:12]=[N:11][CH:10]=2)=[O:8])=[CH:3][CH:2]=1.C([Mg]Br)C1C=CC=CC=1, predict the reaction product. The product is: [N:1]1[CH:6]=[CH:5][C:4]([CH:7]([C:9]2[N:13]([C:14]([C:21]3[CH:26]=[CH:25][CH:24]=[CH:23][CH:22]=3)([C:15]3[CH:16]=[CH:17][CH:18]=[CH:19][CH:20]=3)[C:27]3[CH:32]=[CH:31][CH:30]=[CH:29][CH:28]=3)[CH:12]=[N:11][CH:10]=2)[OH:8])=[CH:3][CH:2]=1.